This data is from Forward reaction prediction with 1.9M reactions from USPTO patents (1976-2016). The task is: Predict the product of the given reaction. Given the reactants [BH4-].[Na+].[N:3]1[CH:8]=[CH:7][CH:6]=[C:5]([C:9]2[CH:14]=[CH:13][C:12](/[CH:15]=[CH:16]/[CH:17]=[O:18])=[CH:11][CH:10]=2)[N:4]=1, predict the reaction product. The product is: [N:3]1[CH:8]=[CH:7][CH:6]=[C:5]([C:9]2[CH:14]=[CH:13][C:12](/[CH:15]=[CH:16]/[CH2:17][OH:18])=[CH:11][CH:10]=2)[N:4]=1.